This data is from Catalyst prediction with 721,799 reactions and 888 catalyst types from USPTO. The task is: Predict which catalyst facilitates the given reaction. Reactant: C(OC(=O)[NH:7][CH2:8][CH2:9][CH2:10][N:11]([CH:21]([C:25]1[N:26]([CH2:36][C:37]2[CH:42]=[CH:41][CH:40]=[C:39]([F:43])[CH:38]=2)[C:27](=[O:35])[C:28]2[C:33]([CH3:34])=[N:32][O:31][C:29]=2[N:30]=1)[CH:22]([CH3:24])[CH3:23])[C:12](=[O:20])[C:13]1[CH:18]=[CH:17][C:16]([CH3:19])=[CH:15][CH:14]=1)(C)(C)C.[ClH:45]. Product: [NH2:7][CH2:8][CH2:9][CH2:10][N:11]([CH:21]([C:25]1[N:26]([CH2:36][C:37]2[CH:42]=[CH:41][CH:40]=[C:39]([F:43])[CH:38]=2)[C:27](=[O:35])[C:28]2[C:33]([CH3:34])=[N:32][O:31][C:29]=2[N:30]=1)[CH:22]([CH3:24])[CH3:23])[C:12](=[O:20])[C:13]1[CH:14]=[CH:15][C:16]([CH3:19])=[CH:17][CH:18]=1.[ClH:45].[NH2:7][CH2:8][CH2:9][CH2:10][N:11]([CH:21]([C:25]1[N:26]([CH2:36][C:37]2[CH:42]=[CH:41][CH:40]=[C:39]([F:43])[CH:38]=2)[C:27](=[O:35])[C:28]2[C:33]([CH3:34])=[N:32][O:31][C:29]=2[N:30]=1)[CH:22]([CH3:24])[CH3:23])[C:12](=[O:20])[C:13]1[CH:14]=[CH:15][C:16]([CH3:19])=[CH:17][CH:18]=1. The catalyst class is: 12.